This data is from Forward reaction prediction with 1.9M reactions from USPTO patents (1976-2016). The task is: Predict the product of the given reaction. (1) The product is: [OH:1][C@@H:2]([CH2:18][N:34]1[CH2:33][CH2:32][CH:31]([C:26]2[CH:25]=[CH:24][C:23]3[C:28](=[CH:29][CH:30]=[C:21]([O:20][CH3:19])[CH:22]=3)[CH:27]=2)[CH2:36][CH2:35]1)[CH2:3][O:4][C:5]1[CH:17]=[CH:16][CH:15]=[CH:14][C:6]=1[CH:7]=[C:8]1[CH2:13][CH2:12][O:11][C:9]1=[O:10]. Given the reactants [O:1]1[CH2:18][C@H:2]1[CH2:3][O:4][C:5]1[CH:17]=[CH:16][CH:15]=[CH:14][C:6]=1[CH:7]=[C:8]1[CH2:13][CH2:12][O:11][C:9]1=[O:10].[CH3:19][O:20][C:21]1[CH:22]=[C:23]2[C:28](=[CH:29][CH:30]=1)[CH:27]=[C:26]([CH:31]1[CH2:36][CH2:35][NH:34][CH2:33][CH2:32]1)[CH:25]=[CH:24]2, predict the reaction product. (2) The product is: [Cl:17][C:18]1[C:19]([S:35]([NH2:36])(=[O:37])=[O:38])=[N:20][CH:21]=[C:22]([C:23]([N:13]2[CH2:12][CH:11]3[CH:15]([CH2:16][N:9]([C:6]4[CH:5]=[CH:4][C:3]([F:2])=[CH:8][CH:7]=4)[CH2:10]3)[CH2:14]2)=[O:24])[C:26]=1[NH:27][C:28]1[CH:29]=[C:30]([CH3:34])[CH:31]=[CH:32][CH:33]=1. Given the reactants Cl.[F:2][C:3]1[CH:8]=[CH:7][C:6]([N:9]2[CH2:16][CH:15]3[CH:11]([CH2:12][NH:13][CH2:14]3)[CH2:10]2)=[CH:5][CH:4]=1.[Cl:17][C:18]1[C:19]([S:35](=[O:38])(=[O:37])[NH2:36])=[N:20][CH:21]=[C:22]([C:26]=1[NH:27][C:28]1[CH:29]=[C:30]([CH3:34])[CH:31]=[CH:32][CH:33]=1)[C:23](O)=[O:24], predict the reaction product. (3) Given the reactants O1CCCC1CCO.C([O:16][C:17]1[CH:22]=[C:21]([O:23][C:24]2[CH:29]=[CH:28][C:27]([C:30]([F:33])([F:32])[F:31])=[CH:26][N:25]=2)[CH:20]=[CH:19][C:18]=1/[CH:34]=[CH:35]/[C:36]([O:38][CH2:39][CH3:40])=[O:37])C1C=CC=CC=1, predict the reaction product. The product is: [OH:16][C:17]1[CH:22]=[C:21]([O:23][C:24]2[CH:29]=[CH:28][C:27]([C:30]([F:33])([F:31])[F:32])=[CH:26][N:25]=2)[CH:20]=[CH:19][C:18]=1[CH2:34][CH2:35][C:36]([O:38][CH2:39][CH3:40])=[O:37]. (4) The product is: [Cl:3][C:4]1[CH:5]=[C:6](/[CH:16]=[C:17](\[F:23])/[C:18]([O:20][CH2:21][CH3:22])=[O:19])[CH:7]=[N:8][C:9]=1[NH:10][C@@H:11]1[CH2:15][CH2:14][N:13]([CH:24]2[CH2:28][CH2:27][CH2:26][CH2:25]2)[CH2:12]1. Given the reactants Cl.Cl.[Cl:3][C:4]1[CH:5]=[C:6](/[CH:16]=[C:17](\[F:23])/[C:18]([O:20][CH2:21][CH3:22])=[O:19])[CH:7]=[N:8][C:9]=1[NH:10][C@@H:11]1[CH2:15][CH2:14][NH:13][CH2:12]1.[C:24]1(=O)[CH2:28][CH2:27][CH2:26][CH2:25]1.C(O[BH-](OC(=O)C)OC(=O)C)(=O)C.[Na+].C([O-])([O-])=O.[K+].[K+], predict the reaction product.